From a dataset of Full USPTO retrosynthesis dataset with 1.9M reactions from patents (1976-2016). Predict the reactants needed to synthesize the given product. (1) Given the product [F:38][CH:37]([F:39])[CH2:36][N:8]1[C:7](=[O:28])[N:6]([CH2:5][C:4]2[CH:29]=[CH:30][C:31]([O:33][CH3:34])=[CH:32][C:3]=2[O:2][CH3:1])[C:10]([C:11]2[C:19]3[C:14](=[N:15][CH:16]=[CH:17][CH:18]=3)[N:13]([CH2:20][C:21]3[CH:26]=[CH:25][CH:24]=[CH:23][C:22]=3[F:27])[N:12]=2)=[N:9]1, predict the reactants needed to synthesize it. The reactants are: [CH3:1][O:2][C:3]1[CH:32]=[C:31]([O:33][CH3:34])[CH:30]=[CH:29][C:4]=1[CH2:5][N:6]1[C:10]([C:11]2[C:19]3[C:14](=[N:15][CH:16]=[CH:17][CH:18]=3)[N:13]([CH2:20][C:21]3[CH:26]=[CH:25][CH:24]=[CH:23][C:22]=3[F:27])[N:12]=2)=[N:9][NH:8][C:7]1=[O:28].Br[CH2:36][CH:37]([F:39])[F:38]. (2) Given the product [CH3:19][O:18][C:11]1[CH:12]=[CH:13][CH:14]=[C:15]([O:16][CH3:17])[C:10]=1[CH:2]1[N:1]([CH2:29][C:28]2[CH:31]=[CH:32][CH:33]=[C:26]([C:23]3[CH:22]=[CH:21][N:20]=[CH:25][CH:24]=3)[CH:27]=2)[C:6](=[O:8])[CH2:5][CH2:4][CH2:3]1, predict the reactants needed to synthesize it. The reactants are: [NH2:1][CH:2]([C:10]1[C:15]([O:16][CH3:17])=[CH:14][CH:13]=[CH:12][C:11]=1[O:18][CH3:19])[CH2:3][CH2:4][CH2:5][C:6]([O:8]C)=O.[N:20]1[CH:25]=[CH:24][C:23]([C:26]2[CH:27]=[C:28]([CH:31]=[CH:32][CH:33]=2)[CH:29]=O)=[CH:22][CH:21]=1.